This data is from Catalyst prediction with 721,799 reactions and 888 catalyst types from USPTO. The task is: Predict which catalyst facilitates the given reaction. (1) Reactant: [C:1]([NH:5][C:6]([C:8]1[C:16]2[C:11](=[N:12][CH:13]=[C:14]([NH:17][C:18]3[CH:19]=[N:20][C:21]([S:24]([CH3:27])(=[O:26])=[O:25])=[CH:22][CH:23]=3)[N:15]=2)[N:10](COCC[Si](C)(C)C)[CH:9]=1)=[O:7])([CH3:4])([CH3:3])[CH3:2].FC(F)(F)C(O)=O. Product: [C:1]([NH:5][C:6]([C:8]1[C:16]2[C:11](=[N:12][CH:13]=[C:14]([NH:17][C:18]3[CH:19]=[N:20][C:21]([S:24]([CH3:27])(=[O:25])=[O:26])=[CH:22][CH:23]=3)[N:15]=2)[NH:10][CH:9]=1)=[O:7])([CH3:4])([CH3:3])[CH3:2]. The catalyst class is: 4. (2) Reactant: C(=O)([O-])[O-].[Cs+].[Cs+].I[CH:8]([CH3:10])[CH3:9].[CH3:11][O:12][C:13]1[CH:14]=[CH:15][C:16]([NH:22][C:23]2[N:27]([C:28]3[CH:33]=[CH:32][CH:31]=[CH:30][CH:29]=3)[N:26]=[CH:25][CH:24]=2)=[C:17]([CH:21]=1)[C:18]([OH:20])=[O:19]. Product: [CH3:11][O:12][C:13]1[CH:14]=[CH:15][C:16]([NH:22][C:23]2[N:27]([C:28]3[CH:33]=[CH:32][CH:31]=[CH:30][CH:29]=3)[N:26]=[CH:25][CH:24]=2)=[C:17]([CH:21]=1)[C:18]([O:20][CH:8]([CH3:10])[CH3:9])=[O:19]. The catalyst class is: 3. (3) The catalyst class is: 6. Product: [CH2:25]([N:21]1[CH2:22][CH2:23][CH:24]=[C:19]([C:16]2[CH:15]=[CH:14][C:13]([C:9]3[N:8]=[C:37]([NH2:34])[CH:36]=[CH:11][CH:10]=3)=[CH:18][CH:17]=2)[CH2:20]1)[C:26]1[CH:27]=[CH:28][CH:29]=[CH:30][CH:31]=1. Reactant: CC1NC(C)=CC=1C1C=[CH:11][CH:10]=[C:9]([C:13]2[CH:18]=[CH:17][C:16]([C:19]3[CH2:20][N:21]([CH2:25][C:26]4[CH:31]=[CH:30][CH:29]=[CH:28][CH:27]=4)[CH2:22][CH2:23][CH:24]=3)=[CH:15][CH:14]=2)[N:8]=1.Cl.[NH2:34]O.[CH2:36](O)[CH3:37]. (4) Reactant: [S:1]1[CH:5]=[CH:4][CH:3]=[C:2]1[S:6](Cl)(=[O:8])=[O:7].[Cl-].[Al+3].[Cl-].[Cl-].[CH3:14][O:15][C:16]([C:18]1[NH:19][CH:20]=[CH:21][CH:22]=1)=[O:17]. Product: [CH3:14][O:15][C:16]([C:18]1[NH:19][CH:20]=[C:21]([S:6]([C:2]2[S:1][CH:5]=[CH:4][CH:3]=2)(=[O:8])=[O:7])[CH:22]=1)=[O:17]. The catalyst class is: 4. (5) Reactant: [CH3:1][C:2]1[CH:3]=[C:4](/[CH:9]=[CH:10]/[C:11]2[CH:19]=[CH:18][C:14]([C:15]([OH:17])=[O:16])=[C:13]([NH:20][C:21]3[CH:26]=[CH:25][C:24]([F:27])=[CH:23][CH:22]=3)[CH:12]=2)[CH:5]=[CH:6][C:7]=1[CH3:8].C(OCC)(=O)C. Product: [CH3:1][C:2]1[CH:3]=[C:4]([CH2:9][CH2:10][C:11]2[CH:19]=[CH:18][C:14]([C:15]([OH:17])=[O:16])=[C:13]([NH:20][C:21]3[CH:26]=[CH:25][C:24]([F:27])=[CH:23][CH:22]=3)[CH:12]=2)[CH:5]=[CH:6][C:7]=1[CH3:8]. The catalyst class is: 352. (6) Reactant: [CH3:1][O:2][C:3](=[O:18])[C:4]1[CH:9]=[C:8](F)[C:7]([C:11]([F:14])([F:13])[F:12])=[CH:6][C:5]=1[N+:15]([O-:17])=[O:16].[NH:19]1[CH2:24][CH2:23][S:22][CH2:21][CH2:20]1. Product: [CH3:1][O:2][C:3](=[O:18])[C:4]1[CH:9]=[C:8]([N:19]2[CH2:24][CH2:23][S:22][CH2:21][CH2:20]2)[C:7]([C:11]([F:14])([F:13])[F:12])=[CH:6][C:5]=1[N+:15]([O-:17])=[O:16]. The catalyst class is: 7. (7) Reactant: [Cl:1][C:2]1[N:7]=[C:6]([Cl:8])[C:5]([N+:9]([O-])=O)=[C:4]([Cl:12])[N:3]=1.O. Product: [Cl:1][C:2]1[N:7]=[C:6]([Cl:8])[C:5]([NH2:9])=[C:4]([Cl:12])[N:3]=1. The catalyst class is: 319.